Predict the product of the given reaction. From a dataset of Forward reaction prediction with 1.9M reactions from USPTO patents (1976-2016). Given the reactants N(C(N1CCCCC1)=O)=NC(N1CCCCC1)=O.[Cl:19][C:20]1[CH:39]=[CH:38][C:23]([NH:24][C:25]2[C:34]3[C:29](=[CH:30][C:31]([OH:37])=[C:32]([O:35][CH3:36])[CH:33]=3)[N:28]=[CH:27][N:26]=2)=[C:22]([F:40])[CH:21]=1.O[CH2:42][C:43]1[CH:48]=[CH:47][N:46]=[C:45]([C:49]([O:51][CH2:52][CH3:53])=[O:50])[CH:44]=1.C(P(CCCC)CCCC)CCC, predict the reaction product. The product is: [Cl:19][C:20]1[CH:39]=[CH:38][C:23]([NH:24][C:25]2[C:34]3[C:29](=[CH:30][C:31]([O:37][CH2:42][C:43]4[CH:48]=[CH:47][N:46]=[C:45]([C:49]([O:51][CH2:52][CH3:53])=[O:50])[CH:44]=4)=[C:32]([O:35][CH3:36])[CH:33]=3)[N:28]=[CH:27][N:26]=2)=[C:22]([F:40])[CH:21]=1.